Task: Regression. Given two drug SMILES strings and cell line genomic features, predict the synergy score measuring deviation from expected non-interaction effect.. Dataset: Merck oncology drug combination screen with 23,052 pairs across 39 cell lines (1) Drug 1: CCc1c2c(nc3ccc(O)cc13)-c1cc3c(c(=O)n1C2)COC(=O)C3(O)CC. Drug 2: CCc1cnn2c(NCc3ccc[n+]([O-])c3)cc(N3CCCCC3CCO)nc12. Cell line: NCIH23. Synergy scores: synergy=-4.55. (2) Cell line: UWB1289. Drug 2: O=C(O)C1(Cc2cccc(Nc3nccs3)n2)CCC(Oc2cccc(Cl)c2F)CC1. Drug 1: N.N.O=C(O)C1(C(=O)O)CCC1.[Pt]. Synergy scores: synergy=4.63. (3) Drug 1: CN(Cc1cnc2nc(N)nc(N)c2n1)c1ccc(C(=O)NC(CCC(=O)O)C(=O)O)cc1. Drug 2: NC(=O)c1cccc2cn(-c3ccc(C4CCCNC4)cc3)nc12. Cell line: LOVO. Synergy scores: synergy=-7.99. (4) Drug 1: CN1C(=O)C=CC2(C)C3CCC4(C)C(NC(=O)OCC(F)(F)F)CCC4C3CCC12. Drug 2: O=S1(=O)NC2(CN1CC(F)(F)F)C1CCC2Cc2cc(C=CCN3CCC(C(F)(F)F)CC3)ccc2C1. Cell line: LOVO. Synergy scores: synergy=-6.64. (5) Synergy scores: synergy=-22.3. Cell line: UACC62. Drug 1: O=S1(=O)NC2(CN1CC(F)(F)F)C1CCC2Cc2cc(C=CCN3CCC(C(F)(F)F)CC3)ccc2C1. Drug 2: NC1CCCCC1N.O=C(O)C(=O)O.[Pt+2]. (6) Drug 1: O=S1(=O)NC2(CN1CC(F)(F)F)C1CCC2Cc2cc(C=CCN3CCC(C(F)(F)F)CC3)ccc2C1. Drug 2: CCc1c2c(nc3ccc(O)cc13)-c1cc3c(c(=O)n1C2)COC(=O)C3(O)CC. Cell line: ES2. Synergy scores: synergy=6.80. (7) Drug 1: O=P1(N(CCCl)CCCl)NCCCO1. Drug 2: O=C(O)C1(Cc2cccc(Nc3nccs3)n2)CCC(Oc2cccc(Cl)c2F)CC1. Cell line: ZR751. Synergy scores: synergy=6.15. (8) Drug 1: Nc1ccn(C2OC(CO)C(O)C2(F)F)c(=O)n1. Drug 2: Cn1c(=O)n(-c2ccc(C(C)(C)C#N)cc2)c2c3cc(-c4cnc5ccccc5c4)ccc3ncc21. Cell line: SW837. Synergy scores: synergy=21.1.